Dataset: Forward reaction prediction with 1.9M reactions from USPTO patents (1976-2016). Task: Predict the product of the given reaction. (1) Given the reactants [Cl:1][C:2]1[CH:3]=[C:4]2[C:9](=[C:10]([Cl:12])[CH:11]=1)[CH2:8][N:7]([CH3:13])[CH2:6][CH:5]2[C:14]1[CH:15]=[C:16]([S:20]([NH:23][CH2:24][CH2:25]P(=O)(O)O)(=[O:22])=[O:21])[CH:17]=[CH:18][CH:19]=1.NC1C=[CH:44][C:34]([CH2:35][P:36](=[O:43])([O:40]CC)[O:37]CC)=[CH:33][CH:32]=1, predict the reaction product. The product is: [Cl:1][C:2]1[CH:3]=[C:4]2[C:9](=[C:10]([Cl:12])[CH:11]=1)[CH2:8][N:7]([CH3:13])[CH2:6][CH:5]2[C:14]1[CH:15]=[C:16]([S:20]([NH:23][C:24]2[CH:25]=[CH:44][C:34]([CH2:35][P:36](=[O:37])([OH:43])[OH:40])=[CH:33][CH:32]=2)(=[O:22])=[O:21])[CH:17]=[CH:18][CH:19]=1. (2) Given the reactants C1(N2C(C3C=CC(O)=CC=3)=CC(/C=C/C(OC)=O)=N2)CCCCC1.C([O:32][C:33]1[CH:38]=[CH:37][C:36]([C:39]2[N:43]([CH:44]3[CH2:49][CH2:48][CH2:47][CH2:46][CH2:45]3)[N:42]=[C:41](/[CH:50]=[CH:51]/[C:52]([O:54][CH3:55])=[O:53])[C:40]=2[C:56]2[CH:61]=[CH:60][CH:59]=[CH:58][CH:57]=2)=[CH:35][CH:34]=1)C1C=CC=CC=1, predict the reaction product. The product is: [CH:44]1([N:43]2[C:39]([C:36]3[CH:37]=[CH:38][C:33]([OH:32])=[CH:34][CH:35]=3)=[C:40]([C:56]3[CH:61]=[CH:60][CH:59]=[CH:58][CH:57]=3)[C:41](/[CH:50]=[CH:51]/[C:52]([O:54][CH3:55])=[O:53])=[N:42]2)[CH2:45][CH2:46][CH2:47][CH2:48][CH2:49]1.